This data is from Peptide-MHC class I binding affinity with 185,985 pairs from IEDB/IMGT. The task is: Regression. Given a peptide amino acid sequence and an MHC pseudo amino acid sequence, predict their binding affinity value. This is MHC class I binding data. (1) The peptide sequence is LSEEANWAF. The MHC is HLA-C05:01 with pseudo-sequence HLA-C05:01. The binding affinity (normalized) is 0.843. (2) The peptide sequence is EMSLADYLY. The MHC is HLA-A02:19 with pseudo-sequence HLA-A02:19. The binding affinity (normalized) is 0.0847. (3) The binding affinity (normalized) is 0.215. The MHC is HLA-A33:01 with pseudo-sequence HLA-A33:01. The peptide sequence is KSAGFPFNK.